This data is from Forward reaction prediction with 1.9M reactions from USPTO patents (1976-2016). The task is: Predict the product of the given reaction. (1) The product is: [CH:1]1([N:4]2[C:13]3[C:8](=[CH:9][C:10]([F:16])=[C:11]([F:15])[C:12]=3[F:14])[C:7](=[O:18])[C:6]([C:19]([O:21][CH2:22][CH3:23])=[O:20])=[CH:5]2)[CH2:2][CH2:3]1. Given the reactants [CH:1]1([N:4]2[C:13]3[C:8](=[C:9](F)[C:10]([F:16])=[C:11]([F:15])[C:12]=3[F:14])[C:7](=[O:18])[C:6]([C:19]([O:21][CH2:22][CH3:23])=[O:20])=[CH:5]2)[CH2:3][CH2:2]1.C(N)C1C=CC=CC=1.C([O-])([O-])=O.[K+].[K+], predict the reaction product. (2) Given the reactants [CH3:1][N:2]1[CH2:7][CH2:6][N:5]([C:8]2[CH:9]=[C:10]([CH2:21][C:22]#[N:23])[CH:11]=[C:12]([N:14]3[CH2:19][CH2:18][N:17]([CH3:20])[CH2:16][CH2:15]3)[CH:13]=2)[CH2:4][CH2:3]1.[CH2:24]([O:26]C=O)C.C[O-].[Na+], predict the reaction product. The product is: [CH3:1][N:2]1[CH2:3][CH2:4][N:5]([C:8]2[CH:9]=[C:10]([CH:21]([CH:24]=[O:26])[C:22]#[N:23])[CH:11]=[C:12]([N:14]3[CH2:15][CH2:16][N:17]([CH3:20])[CH2:18][CH2:19]3)[CH:13]=2)[CH2:6][CH2:7]1. (3) Given the reactants Br[C:2]1[S:6][C:5]([CH:7]=O)=[CH:4][CH:3]=1.C[C:10]1([CH3:23])[C:15]([CH3:17])(C)[CH:14]=[N:13][C:12](B2OCCO2)=[CH:11]1.[C:24](=[O:27])([O-])[O-].[K+].[K+].CN(C)[CH:32]=[O:33], predict the reaction product. The product is: [CH2:10]([C:15]1[CH:17]=[C:7]([C:5]2[S:6][C:2]([CH:24]=[O:27])=[CH:3][CH:4]=2)[C:12]([CH3:11])=[N:13][C:14]=1[O:33][CH3:32])[CH3:23].